From a dataset of Catalyst prediction with 721,799 reactions and 888 catalyst types from USPTO. Predict which catalyst facilitates the given reaction. Reactant: CS(O[CH:6]1[CH2:11][CH:10]([NH:12][C:13]([O:15][C:16]([CH3:19])([CH3:18])[CH3:17])=[O:14])[CH2:9][O:8][CH2:7]1)(=O)=O.[N-:20]=[N+:21]=[N-:22].[Na+].O. Product: [N:20]([CH:6]1[CH2:7][O:8][CH2:9][CH:10]([NH:12][C:13](=[O:14])[O:15][C:16]([CH3:19])([CH3:18])[CH3:17])[CH2:11]1)=[N+:21]=[N-:22]. The catalyst class is: 9.